This data is from M1 muscarinic receptor agonist screen with 61,833 compounds. The task is: Binary Classification. Given a drug SMILES string, predict its activity (active/inactive) in a high-throughput screening assay against a specified biological target. The drug is s1c(c(nc1NC(=O)c1oc2c(c1C)cccc2)C)C(=O)N(C)C. The result is 0 (inactive).